Predict the reaction yield, written as a fraction of the theoretical maximum amount of product (1.0 means a 100% yield; for example, 0.34 means a 34% yield). From a dataset of Reaction yield outcomes from USPTO patents with 853,638 reactions. (1) The reactants are [Br:1][C:2]1[C:7](=[O:8])[N:6]([C:9]2[CH:10]=[C:11]([CH:20]=[CH:21][C:22]=2[CH3:23])[C:12]([NH:14][CH2:15][C:16](NC)=[O:17])=[O:13])[CH:5]=[N:4][C:3]=1[O:24][CH2:25][C:26]1[CH:31]=[CH:30][C:29]([F:32])=[CH:28][C:27]=1[F:33].C(CN)O.CN1CCOCC1. The product is [Br:1][C:2]1[C:7](=[O:8])[N:6]([C:9]2[CH:10]=[C:11]([CH:20]=[CH:21][C:22]=2[CH3:23])[C:12]([NH:14][CH2:15][CH2:16][OH:17])=[O:13])[CH:5]=[N:4][C:3]=1[O:24][CH2:25][C:26]1[CH:31]=[CH:30][C:29]([F:32])=[CH:28][C:27]=1[F:33]. No catalyst specified. The yield is 0.630. (2) The reactants are [Cl:1][C:2]1[N:10]=[C:9]2[C:5]([N:6]=[C:7]([CH:17]([OH:22])[C:18]([F:21])([F:20])[F:19])[N:8]2C2CCCCO2)=[C:4]([N:23]2[CH2:28][CH2:27][O:26][CH2:25][CH2:24]2)[N:3]=1.C1(C)C=CC(S(O)(=O)=O)=CC=1. The catalyst is CO. The product is [Cl:1][C:2]1[N:10]=[C:9]2[C:5]([N:6]=[C:7]([CH:17]([OH:22])[C:18]([F:19])([F:21])[F:20])[NH:8]2)=[C:4]([N:23]2[CH2:24][CH2:25][O:26][CH2:27][CH2:28]2)[N:3]=1. The yield is 1.00. (3) The reactants are [Cl-].O[NH3+:3].[C:4](=[O:7])([O-])[OH:5].[Na+].CS(C)=O.[F:13][C:14]1[C:22]2[O:21][C:20]([CH3:24])([CH3:23])[CH2:19][C:18]=2[CH:17]=[C:16]([N:25]2[C:30](=[O:31])[C:29]([CH2:32][C:33]3[CH:38]=[CH:37][C:36]([C:39]4[C:40]([C:45]#[N:46])=[CH:41][CH:42]=[CH:43][CH:44]=4)=[CH:35][CH:34]=3)=[C:28]([CH2:47][CH2:48][CH3:49])[N:27]=[C:26]2[CH3:50])[CH:15]=1. The catalyst is O.C(OCC)(=O)C. The product is [F:13][C:14]1[C:22]2[O:21][C:20]([CH3:23])([CH3:24])[CH2:19][C:18]=2[CH:17]=[C:16]([N:25]2[C:30](=[O:31])[C:29]([CH2:32][C:33]3[CH:38]=[CH:37][C:36]([C:39]4[CH:44]=[CH:43][CH:42]=[CH:41][C:40]=4[C:45]4[NH:3][C:4](=[O:7])[O:5][N:46]=4)=[CH:35][CH:34]=3)=[C:28]([CH2:47][CH2:48][CH3:49])[N:27]=[C:26]2[CH3:50])[CH:15]=1. The yield is 0.710. (4) The reactants are [Cl:1][C:2]1[CH:7]=[CH:6][C:5]([C:8]2[C:9]([C:28]3[CH:33]=[CH:32][N:31]=[CH:30][CH:29]=3)=[N:10][N:11]3[C:16]([CH:17]4[CH2:22][CH2:21][N:20]([CH2:23][CH3:24])[CH2:19][CH2:18]4)=[C:15](C(O)=O)[N:14]=[N:13][C:12]=23)=[CH:4][C:3]=1[OH:34]. The catalyst is C1C=CC(C2C=CC=CC=2)=CC=1.C1C=CC(OC2C=CC=CC=2)=CC=1. The product is [Cl:1][C:2]1[CH:7]=[CH:6][C:5]([C:8]2[C:9]([C:28]3[CH:29]=[CH:30][N:31]=[CH:32][CH:33]=3)=[N:10][N:11]3[C:16]([CH:17]4[CH2:22][CH2:21][N:20]([CH2:23][CH3:24])[CH2:19][CH2:18]4)=[CH:15][N:14]=[N:13][C:12]=23)=[CH:4][C:3]=1[OH:34]. The yield is 0.860. (5) The reactants are [CH3:1][CH:2]([CH2:4][CH2:5][CH2:6][C@H:7]([C@@H:9]1[C@:26]2([CH3:27])[C@H:12]([C@H:13]3[C@H:23]([CH2:24][CH2:25]2)[C@:21]2([CH3:22])[C:16]([CH2:17][C@@H:18]([N:28](S(C4C=CC=CC=4[N+]([O-])=O)(=O)=O)[CH2:29][CH2:30][CH2:31][NH:32][C:33](=[O:57])[CH2:34][CH2:35][NH:36][C:37](=[O:56])[CH2:38][CH2:39][CH2:40][CH2:41][CH2:42][NH:43][C:44]4[C:49]5=[N:50][O:51][N:52]=[C:48]5[C:47]([N+:53]([O-:55])=[O:54])=[CH:46][CH:45]=4)[CH2:19][CH2:20]2)=[CH:15][CH2:14]3)[CH2:11][CH2:10]1)[CH3:8])[CH3:3].C([O-])([O-])=O.[K+].[K+].C1(S)C=CC=CC=1. The catalyst is CN(C)C=O.O1CCCC1. The product is [CH3:3][CH:2]([CH2:4][CH2:5][CH2:6][C@H:7]([C@@H:9]1[C@:26]2([CH3:27])[C@H:12]([C@H:13]3[C@H:23]([CH2:24][CH2:25]2)[C@:21]2([CH3:22])[C:16]([CH2:17][C@@H:18]([NH:28][CH2:29][CH2:30][CH2:31][NH:32][C:33](=[O:57])[CH2:34][CH2:35][NH:36][C:37](=[O:56])[CH2:38][CH2:39][CH2:40][CH2:41][CH2:42][NH:43][C:44]4[C:49]5=[N:50][O:51][N:52]=[C:48]5[C:47]([N+:53]([O-:55])=[O:54])=[CH:46][CH:45]=4)[CH2:19][CH2:20]2)=[CH:15][CH2:14]3)[CH2:11][CH2:10]1)[CH3:8])[CH3:1]. The yield is 0.320. (6) The reactants are [C:1]([O:5][C:6]([N:8]1[CH2:13][CH2:12][CH2:11][CH2:10][CH:9]1[CH2:14][CH2:15][CH2:16][OH:17])=[O:7])([CH3:4])([CH3:3])[CH3:2].C[N+]1([O-])CCOCC1. The catalyst is C(Cl)Cl.[Ru]([O-])(=O)(=O)=O.C([N+](CCC)(CCC)CCC)CC. The product is [C:1]([O:5][C:6]([N:8]1[CH2:13][CH2:12][CH2:11][CH2:10][CH:9]1[CH2:14][CH2:15][CH:16]=[O:17])=[O:7])([CH3:4])([CH3:3])[CH3:2]. The yield is 0.860.